Dataset: Peptide-MHC class II binding affinity with 134,281 pairs from IEDB. Task: Regression. Given a peptide amino acid sequence and an MHC pseudo amino acid sequence, predict their binding affinity value. This is MHC class II binding data. (1) The peptide sequence is HLNYEERLNEQLLKD. The MHC is DRB1_0101 with pseudo-sequence DRB1_0101. The binding affinity (normalized) is 0.438. (2) The peptide sequence is YEKFLANVSTVLTGK. The MHC is DRB1_0405 with pseudo-sequence DRB1_0405. The binding affinity (normalized) is 0.146. (3) The binding affinity (normalized) is 0.309. The MHC is DRB3_0301 with pseudo-sequence DRB3_0301. The peptide sequence is ALVGAALHPFALLLV. (4) The peptide sequence is WPQQQPFPQPQQPFC. The MHC is HLA-DQA10401-DQB10402 with pseudo-sequence HLA-DQA10401-DQB10402. The binding affinity (normalized) is 0.365. (5) The peptide sequence is APYVAWMRATAIQAE. The MHC is DRB1_1602 with pseudo-sequence DRB1_1602. The binding affinity (normalized) is 0.798. (6) The peptide sequence is AELMILIATNLLGQN. The MHC is DRB1_0404 with pseudo-sequence DRB1_0404. The binding affinity (normalized) is 0.705. (7) The peptide sequence is AFKVAATAANAGPAN. The MHC is DRB1_0901 with pseudo-sequence DRB1_0901. The binding affinity (normalized) is 0.642.